Dataset: Full USPTO retrosynthesis dataset with 1.9M reactions from patents (1976-2016). Task: Predict the reactants needed to synthesize the given product. Given the product [O:1]=[C:2]1[N:11]([CH:12]2[CH2:17][CH2:16][N:15]([C:18]([O:20][CH:21]([C:33]3[NH:34][C:35](=[O:39])[CH:36]=[CH:37][CH:38]=3)[CH2:22][C:23]3[CH:24]=[C:25]4[C:29](=[C:30]([CH3:32])[CH:31]=3)[NH:28][N:27]=[CH:26]4)=[O:19])[CH2:14][CH2:13]2)[CH2:10][C:9]2[C:4](=[CH:5][CH:6]=[CH:7][CH:8]=2)[NH:3]1, predict the reactants needed to synthesize it. The reactants are: [O:1]=[C:2]1[N:11]([CH:12]2[CH2:17][CH2:16][N:15]([C:18]([O:20][CH:21]([C:33]3[CH:38]=[CH:37][CH:36]=[C:35]([O:39]C(C)(C)C)[N:34]=3)[CH2:22][C:23]3[CH:24]=[C:25]4[C:29](=[C:30]([CH3:32])[CH:31]=3)[NH:28][N:27]=[CH:26]4)=[O:19])[CH2:14][CH2:13]2)[CH2:10][C:9]2[C:4](=[CH:5][CH:6]=[CH:7][CH:8]=2)[NH:3]1.C(O)=O.